From a dataset of Forward reaction prediction with 1.9M reactions from USPTO patents (1976-2016). Predict the product of the given reaction. (1) Given the reactants CC1(C)CCCC(C)(C)N1.C([Li])CCC.[F:16][C:17]([F:28])([F:27])[C:18]1[N:26]=[CH:25][CH:24]=[CH:23][C:19]=1[C:20]([OH:22])=[O:21].[Cl:29]C(Cl)(Cl)C(Cl)(Cl)Cl, predict the reaction product. The product is: [Cl:29][C:23]1[C:19]([C:20]([OH:22])=[O:21])=[C:18]([C:17]([F:27])([F:16])[F:28])[N:26]=[CH:25][CH:24]=1. (2) The product is: [CH3:20][C:19]([O:17][C:14]1[CH:15]=[CH:16][C:9]2[C:7](=[O:8])[C:5]3[CH:6]=[CH:1][CH:2]=[CH:3][C:4]=3[C:11](=[O:12])[C:10]=2[C:13]=1[OH:18])=[O:21]. Given the reactants [CH:1]1[CH:6]=[C:5]2[C:7]([C:9]3[CH:16]=[CH:15][C:14]([OH:17])=[C:13]([OH:18])[C:10]=3[C:11](=[O:12])[C:4]2=[CH:3][CH:2]=1)=[O:8].[C:19](OC(=O)C)(=[O:21])[CH3:20].Cl, predict the reaction product. (3) The product is: [CH3:1][O:2][C:3](=[O:12])[C:4]1[CH:9]=[CH:8][C:7]([CH:10]([OH:11])[CH2:13][CH3:14])=[CH:6][CH:5]=1. Given the reactants [CH3:1][O:2][C:3](=[O:12])[C:4]1[CH:9]=[CH:8][C:7]([CH:10]=[O:11])=[CH:6][CH:5]=1.[CH2:13]([Mg]Br)[CH3:14], predict the reaction product. (4) Given the reactants FC1C=C([C:12]2[N:17]=[C:16]3[N:18]([CH2:21][C:22]4[CH:23]=[C:24]5[C:29](=[CH:30][CH:31]=4)[N:28]=[CH:27][CH:26]=[CH:25]5)[N:19]=[N:20][C:15]3=[CH:14][CH:13]=2)C=CC=1C(NC)=O.[Cl:32][C:33]1[CH:38]=[C:37](B(O)O)[CH:36]=[CH:35][N:34]=1.C(=O)([O-])[O-].[K+].[K+].O1CCOCC1, predict the reaction product. The product is: [Cl:32][C:33]1[CH:38]=[C:37]([C:12]2[N:17]=[C:16]3[N:18]([CH2:21][C:22]4[CH:23]=[C:24]5[C:29](=[CH:30][CH:31]=4)[N:28]=[CH:27][CH:26]=[CH:25]5)[N:19]=[N:20][C:15]3=[CH:14][CH:13]=2)[CH:36]=[CH:35][N:34]=1.